From a dataset of Catalyst prediction with 721,799 reactions and 888 catalyst types from USPTO. Predict which catalyst facilitates the given reaction. (1) Reactant: N[C:2]1[CH:3]=[CH:4][C:5]([Cl:8])=[N:6][CH:7]=1.O.N([O-])=O.[Na+].[C:14](=[S:19])([O:16][CH2:17][CH3:18])[S-:15].[K+]. Product: [C:14](=[S:15])([O:16][CH2:17][CH3:18])[S:19][C:2]1[CH:7]=[N:6][C:5]([Cl:8])=[CH:4][CH:3]=1. The catalyst class is: 601. (2) Reactant: [CH2:1]([N:8]1[CH2:13][CH2:12][C:11](=[O:14])[CH2:10][CH2:9]1)[C:2]1[CH:7]=[CH:6][CH:5]=[CH:4][CH:3]=1.[NH:15]([CH2:19][CH2:20]O)[CH2:16][CH2:17][OH:18].C1(C)C=CC=CC=1. Product: [CH2:1]([N:8]1[CH2:13][CH2:12][C:11]2([O:14][CH2:20][CH2:19][N:15]2[CH2:16][CH2:17][OH:18])[CH2:10][CH2:9]1)[C:2]1[CH:3]=[CH:4][CH:5]=[CH:6][CH:7]=1. The catalyst class is: 6. (3) Reactant: [F:1][C:2]1[CH:23]=[CH:22][CH:21]=[CH:20][C:3]=1[CH2:4][C:5]1([OH:19])[CH2:11][O:10][CH2:9][CH2:8][N:7](C(OC(C)(C)C)=O)[CH2:6]1.[ClH:24].O1CCOCC1. Product: [ClH:24].[F:1][C:2]1[CH:23]=[CH:22][CH:21]=[CH:20][C:3]=1[CH2:4][C:5]1([OH:19])[CH2:11][O:10][CH2:9][CH2:8][NH:7][CH2:6]1. The catalyst class is: 12. (4) Reactant: [CH:1]1[C:10]2[C:5](=[CH:6][CH:7]=[CH:8][CH:9]=2)[CH:4]=[CH:3][C:2]=1[C:11]([NH:13][C:14]1[CH:36]=[CH:35][C:17]([CH2:18][N:19]2[C:27]3[C:22](=[CH:23][C:24]([F:28])=[CH:25][CH:26]=3)[C:21]([CH2:29][C:30]([O:32]CC)=[O:31])=[N:20]2)=[CH:16][CH:15]=1)=[O:12].O.[OH-].[Li+].O.Cl. Product: [CH:1]1[C:10]2[C:5](=[CH:6][CH:7]=[CH:8][CH:9]=2)[CH:4]=[CH:3][C:2]=1[C:11]([NH:13][C:14]1[CH:15]=[CH:16][C:17]([CH2:18][N:19]2[C:27]3[C:22](=[CH:23][C:24]([F:28])=[CH:25][CH:26]=3)[C:21]([CH2:29][C:30]([OH:32])=[O:31])=[N:20]2)=[CH:35][CH:36]=1)=[O:12]. The catalyst class is: 7. (5) Reactant: [F:1][C:2]([F:12])([F:11])[O:3][C:4]1[CH:10]=[CH:9][C:7]([NH2:8])=[CH:6][CH:5]=1.CO[CH2:15][CH2:16][C:17]12[CH2:24][CH2:23][C:20]([CH3:25])([CH2:21][CH2:22]1)[O:19][C:18]2=O.[Cl-].C[Al+]C. Product: [CH3:25][C:20]1[CH2:23][CH2:24][C:17]2([C:18](=[O:19])[N:8]([C:7]3[CH:9]=[CH:10][C:4]([O:3][C:2]([F:11])([F:12])[F:1])=[CH:5][CH:6]=3)[CH2:15][CH2:16]2)[CH2:22][CH:21]=1. The catalyst class is: 11. (6) Reactant: [Cl:1][C:2]1[N+:7]([O-])=[CH:6][C:5]([C:9]([F:12])([F:11])[F:10])=[CH:4][C:3]=1[CH3:13].C[Si]([C:18]#[N:19])(C)C.CCN(CC)CC.C([O-])(O)=O.[Na+]. Product: [Cl:1][C:2]1[N:7]=[C:6]([C:18]#[N:19])[C:5]([C:9]([F:12])([F:11])[F:10])=[CH:4][C:3]=1[CH3:13]. The catalyst class is: 23.